The task is: Predict the reactants needed to synthesize the given product.. This data is from Full USPTO retrosynthesis dataset with 1.9M reactions from patents (1976-2016). (1) The reactants are: ClC1C=C(C=CC=1Cl)[O:5][CH:6]1[CH2:11][CH2:10][N:9]([S:12]([C:15]2[C:16]([CH3:22])=[N:17][N:18](C)[C:19]=2[CH3:20])(=[O:14])=[O:13])[CH2:8][CH2:7]1.ClC1C=C(C=CC=1Cl)NCC1CCN(S(C2C(C)=NN(C)C=2C)(=O)=O)CC1.FC(F)(F)C(O)=O.[Cl:61][C:62]1[CH:75]=[CH:74][C:65]([CH2:66]C2(O)CCNCC2)=[C:64]([F:76])[CH:63]=1. Given the product [Cl:61][C:62]1[CH:75]=[CH:74][C:65]([CH2:66][C:6]2([OH:5])[CH2:7][CH2:8][N:9]([S:12]([C:15]3[C:19]([CH3:20])=[N:18][NH:17][C:16]=3[CH3:22])(=[O:13])=[O:14])[CH2:10][CH2:11]2)=[C:64]([F:76])[CH:63]=1, predict the reactants needed to synthesize it. (2) Given the product [CH3:12][S:11][C:9]1[C:10]2=[C:2]([CH2:1][N:25]3[CH2:26][CH2:27][CH:22]([OH:21])[CH2:23][CH2:24]3)[CH:3]=[CH:4][N:5]2[N:6]=[CH:7][N:8]=1, predict the reactants needed to synthesize it. The reactants are: [CH3:1][C:2]1[CH:3]=[CH:4][N:5]2[C:10]=1[C:9]([S:11][CH3:12])=[N:8][CH:7]=[N:6]2.C1C(=O)N(Br)C(=O)C1.[OH:21][CH:22]1[CH2:27][CH2:26][NH:25][CH2:24][CH2:23]1.CCN(C(C)C)C(C)C.